This data is from Catalyst prediction with 721,799 reactions and 888 catalyst types from USPTO. The task is: Predict which catalyst facilitates the given reaction. (1) The catalyst class is: 7. Product: [CH3:40][N:38]([CH3:39])[S:35]([N:26]1[CH:27]=[C:28]([CH2:30][C:31]([CH3:34])([CH3:32])[CH3:33])[N:29]=[C:25]1[C:23]([OH:24])([CH3:1])[CH2:22][C:19]1[CH:20]=[CH:21][C:16]([C:15]2[C:11]([NH:10][C:9](=[O:42])[O:8][C:4]([CH3:7])([CH3:5])[CH3:6])=[N:12][N:13]([CH3:41])[CH:14]=2)=[CH:17][CH:18]=1)(=[O:37])=[O:36]. Reactant: [CH3:1][Mg]Br.[C:4]([O:8][C:9](=[O:42])[NH:10][C:11]1[C:15]([C:16]2[CH:21]=[CH:20][C:19]([CH2:22][C:23]([C:25]3[N:26]([S:35]([N:38]([CH3:40])[CH3:39])(=[O:37])=[O:36])[CH:27]=[C:28]([CH2:30][C:31]([CH3:34])([CH3:33])[CH3:32])[N:29]=3)=[O:24])=[CH:18][CH:17]=2)=[CH:14][N:13]([CH3:41])[N:12]=1)([CH3:7])([CH3:6])[CH3:5]. (2) Reactant: [CH3:1][CH:2]([OH:5])[CH2:3][NH2:4].C(N(CC)CC)C.[C:13](Cl)(=[O:20])[C:14]1[CH:19]=[CH:18][CH:17]=[CH:16][CH:15]=1. Product: [OH:5][CH:2]([CH3:1])[CH2:3][NH:4][C:13](=[O:20])[C:14]1[CH:19]=[CH:18][CH:17]=[CH:16][CH:15]=1. The catalyst class is: 2. (3) Reactant: [CH3:1][C:2]([Si:5]([CH3:16])([CH3:15])[O:6][C:7]1[CH:8]=[C:9]([CH:12]=[CH:13][CH:14]=1)[C:10]#[N:11])([CH3:4])[CH3:3]. Product: [CH3:4][C:2]([Si:5]([CH3:16])([CH3:15])[O:6][C:7]1[CH:8]=[C:9]([CH2:10][NH2:11])[CH:12]=[CH:13][CH:14]=1)([CH3:1])[CH3:3]. The catalyst class is: 43. (4) Reactant: [F:1][C:2]([F:31])([F:30])[C:3]1[CH:8]=[CH:7][CH:6]=[CH:5][C:4]=1/[CH:9]=[CH:10]/[C:11]1[NH:15][C:14]2[CH:16]=[CH:17][C:18]([C:20]3[CH:25]=[CH:24][CH:23]=[CH:22][C:21]=3[S:26]([NH2:29])(=[O:28])=[O:27])=[CH:19][C:13]=2[N:12]=1. Product: [F:31][C:2]([F:1])([F:30])[C:3]1[CH:8]=[CH:7][CH:6]=[CH:5][C:4]=1[CH2:9][CH2:10][C:11]1[NH:15][C:14]2[CH:16]=[CH:17][C:18]([C:20]3[CH:25]=[CH:24][CH:23]=[CH:22][C:21]=3[S:26]([NH2:29])(=[O:27])=[O:28])=[CH:19][C:13]=2[N:12]=1. The catalyst class is: 43. (5) Reactant: [C:1]([O:5][C:6](=[O:31])[CH2:7][O:8][C:9]1[C:18]2[CH2:17][CH2:16][CH2:15][C@@H:14]([NH:19][S:20]([C:23]3[CH:28]=[CH:27][C:26](F)=[C:25]([Cl:30])[CH:24]=3)(=[O:22])=[O:21])[C:13]=2[CH:12]=[CH:11][CH:10]=1)([CH3:4])([CH3:3])[CH3:2].[H-].[Na+].[Cl:34][C:35]1[CH:40]=[CH:39][C:38]([OH:41])=[CH:37][CH:36]=1.Cl. Product: [C:1]([O:5][C:6](=[O:31])[CH2:7][O:8][C:9]1[C:18]2[CH2:17][CH2:16][CH2:15][C@@H:14]([NH:19][S:20]([C:23]3[CH:28]=[CH:27][C:26]([O:41][C:38]4[CH:39]=[CH:40][C:35]([Cl:34])=[CH:36][CH:37]=4)=[C:25]([Cl:30])[CH:24]=3)(=[O:22])=[O:21])[C:13]=2[CH:12]=[CH:11][CH:10]=1)([CH3:4])([CH3:3])[CH3:2]. The catalyst class is: 9. (6) Reactant: C(OCC)(=O)C.[F:7][C:8]1[CH:29]=[CH:28][C:11]([O:12][C:13]2[CH:18]=[CH:17][C:16]([N+:19]([O-])=O)=[CH:15][C:14]=2[C:22]2[CH:27]=[CH:26][CH:25]=[CH:24][N:23]=2)=[CH:10][CH:9]=1.[H][H].[C:32](O[C:32]([O:34][C:35]([CH3:38])([CH3:37])[CH3:36])=[O:33])([O:34][C:35]([CH3:38])([CH3:37])[CH3:36])=[O:33]. Product: [F:7][C:8]1[CH:29]=[CH:28][C:11]([O:12][C:13]2[CH:18]=[CH:17][C:16]([NH:19][C:32](=[O:33])[O:34][C:35]([CH3:38])([CH3:37])[CH3:36])=[CH:15][C:14]=2[C:22]2[CH:27]=[CH:26][CH:25]=[CH:24][N:23]=2)=[CH:10][CH:9]=1. The catalyst class is: 481.